This data is from M1 muscarinic receptor antagonist screen with 61,756 compounds. The task is: Binary Classification. Given a drug SMILES string, predict its activity (active/inactive) in a high-throughput screening assay against a specified biological target. (1) The drug is Clc1cc(c2oc(C(=S)N3CCOCC3)cc2)ccc1. The result is 0 (inactive). (2) The molecule is s1c=2n(CCC2C(=O)c2cc(S(=O)(=O)N(C)C)ccc2)c(c1)c1ccccc1. The result is 0 (inactive).